From a dataset of Full USPTO retrosynthesis dataset with 1.9M reactions from patents (1976-2016). Predict the reactants needed to synthesize the given product. Given the product [C@@H:6]1([O:24][C:25]2[C:29]([CH2:30][C:31]3[CH:32]=[CH:33][C:34]([CH2:37][CH2:38][CH2:39][C:40](=[O:48])[NH:41][C:42]([C:45]([N:52]4[CH2:57][CH2:56][NH:55][CH2:54][CH2:53]4)=[O:46])([CH3:44])[CH3:43])=[CH:35][CH:36]=3)=[C:28]([CH:49]([CH3:50])[CH3:51])[NH:27][N:26]=2)[O:7][C@H:8]([CH2:19][OH:20])[C@@H:9]([OH:15])[C@H:10]([OH:11])[C@H:5]1[OH:4], predict the reactants needed to synthesize it. The reactants are: C([O:4][C@@H:5]1[C@@H:10]([O:11]C(=O)C)[C@H:9]([O:15]C(=O)C)[C@@H:8]([CH2:19][O:20]C(=O)C)[O:7][C@H:6]1[O:24][C:25]1[C:29]([CH2:30][C:31]2[CH:36]=[CH:35][C:34]([CH2:37][CH2:38][CH2:39][C:40](=[O:48])[NH:41][C:42]([C:45](O)=[O:46])([CH3:44])[CH3:43])=[CH:33][CH:32]=2)=[C:28]([CH:49]([CH3:51])[CH3:50])[NH:27][N:26]=1)(=O)C.[NH:52]1[CH2:57][CH2:56][NH:55][CH2:54][CH2:53]1.OCCN1CCNCC1.